This data is from Forward reaction prediction with 1.9M reactions from USPTO patents (1976-2016). The task is: Predict the product of the given reaction. (1) Given the reactants [CH2:1]([NH:8][C:9]([C:11]1[N:12]=[N:13][C:14](Cl)=[CH:15][CH:16]=1)=[O:10])[CH2:2][CH2:3][CH2:4][CH2:5][CH2:6][CH3:7].[N:18]1([C:24]([C:26]2[CH:31]=[CH:30][CH:29]=[CH:28][C:27]=2[C:32]([F:35])([F:34])[F:33])=[O:25])[CH2:23][CH2:22][NH:21][CH2:20][CH2:19]1, predict the reaction product. The product is: [CH2:1]([NH:8][C:9]([C:11]1[N:12]=[N:13][C:14]([N:21]2[CH2:22][CH2:23][N:18]([C:24](=[O:25])[C:26]3[CH:31]=[CH:30][CH:29]=[CH:28][C:27]=3[C:32]([F:35])([F:33])[F:34])[CH2:19][CH2:20]2)=[CH:15][CH:16]=1)=[O:10])[CH2:2][CH2:3][CH2:4][CH2:5][CH2:6][CH3:7]. (2) Given the reactants [CH2:1]([N:3]1[C:8]2[CH:9]=[C:10]([C:12]3[CH:13]=[N:14][NH:15][C:16]=3[CH3:17])[S:11][C:7]=2[C:6](=[O:18])[NH:5][C:4]1([CH3:24])[CH2:19]C(F)(F)F)[CH3:2].C(O)(C(F)(F)F)=O.COC(OC)(C)C.CC1(C)C2(CS(O)(=O)=O)C(CC1CC2)=O.[O-]S([O-])(=O)=O.[Mg+2].C([O-])(O)=O.[Na+].Cl, predict the reaction product. The product is: [CH2:1]([N:3]1[C:8]2[CH:9]=[C:10]([C:12]3[CH:13]=[N:14][NH:15][C:16]=3[CH3:17])[S:11][C:7]=2[C:6](=[O:18])[NH:5][C:4]1([CH3:19])[CH3:24])[CH3:2]. (3) Given the reactants [CH2:1]([O:4][C:5]1[CH:13]=[CH:12][C:8]([C:9]([OH:11])=O)=[CH:7][C:6]=1[C:14]1[NH:15][C:16](=[O:24])[C:17]([CH2:22][CH3:23])=[C:18]([CH2:20][CH3:21])[N:19]=1)[CH2:2][CH3:3].[CH3:25][N:26]1[CH:30]=[CH:29][CH:28]=[C:27]1[CH2:31][CH2:32][NH2:33], predict the reaction product. The product is: [CH2:20]([C:18]1[N:19]=[C:14]([C:6]2[CH:7]=[C:8]([CH:12]=[CH:13][C:5]=2[O:4][CH2:1][CH2:2][CH3:3])[C:9]([NH:33][CH2:32][CH2:31][C:27]2[N:26]([CH3:25])[CH:30]=[CH:29][CH:28]=2)=[O:11])[NH:15][C:16](=[O:24])[C:17]=1[CH2:22][CH3:23])[CH3:21]. (4) Given the reactants N1C=CC=NC=1C([O-])=O.[Cl:10][C:11]1[CH:12]=[C:13]([C:17]2[CH:18]=[C:19]([CH2:25][C:26]3[CH:27]=[N:28][C:29]([C:32](OC)=[O:33])=[N:30][CH:31]=3)[CH:20]=[N:21][C:22]=2[O:23][CH3:24])[CH:14]=[CH:15][CH:16]=1.[BH4-].[Na+].C(O)(=O)CC(CC(O)=O)(C(O)=O)O, predict the reaction product. The product is: [Cl:10][C:11]1[CH:12]=[C:13]([C:17]2[CH:18]=[C:19]([CH2:25][C:26]3[CH:31]=[N:30][C:29]([CH2:32][OH:33])=[N:28][CH:27]=3)[CH:20]=[N:21][C:22]=2[O:23][CH3:24])[CH:14]=[CH:15][CH:16]=1. (5) Given the reactants Br[C:2]1[CH:3]=[CH:4][C:5]2[N:6]([C:8]([C:11]3[CH:16]=[CH:15][C:14]([F:17])=[CH:13][CH:12]=3)=[CH:9][N:10]=2)[CH:7]=1.[Cl:18][C:19]1[CH:24]=[CH:23][C:22]([N:25]2[C:29](B3OC(C)(C)C(C)(C)O3)=[CH:28][CH:27]=[N:26]2)=[CH:21][CH:20]=1, predict the reaction product. The product is: [Cl:18][C:19]1[CH:20]=[CH:21][C:22]([N:25]2[C:29]([C:2]3[CH:3]=[CH:4][C:5]4[N:6]([C:8]([C:11]5[CH:16]=[CH:15][C:14]([F:17])=[CH:13][CH:12]=5)=[CH:9][N:10]=4)[CH:7]=3)=[CH:28][CH:27]=[N:26]2)=[CH:23][CH:24]=1. (6) Given the reactants [CH2:1]([N:8]1[CH2:13][CH2:12][C:11]([NH:16][C:17](=O)[C:18]2[CH:23]=[CH:22][C:21]([O:24][CH2:25][CH2:26][CH2:27][N:28]3[CH2:32][CH2:31][CH2:30][CH:29]3[CH3:33])=[CH:20][CH:19]=2)([CH2:14][OH:15])[CH2:10][CH2:9]1)[C:2]1[CH:7]=[CH:6][CH:5]=[CH:4][CH:3]=1.C(N(S(F)(F)F)CC)C.C(=O)([O-])[O-].[K+].[K+], predict the reaction product. The product is: [CH2:1]([N:8]1[CH2:13][CH2:12][C:11]2([N:16]=[C:17]([C:18]3[CH:19]=[CH:20][C:21]([O:24][CH2:25][CH2:26][CH2:27][N:28]4[CH2:32][CH2:31][CH2:30][CH:29]4[CH3:33])=[CH:22][CH:23]=3)[O:15][CH2:14]2)[CH2:10][CH2:9]1)[C:2]1[CH:3]=[CH:4][CH:5]=[CH:6][CH:7]=1.